This data is from Full USPTO retrosynthesis dataset with 1.9M reactions from patents (1976-2016). The task is: Predict the reactants needed to synthesize the given product. (1) Given the product [CH3:36][Si:11]([CH3:10])([CH2:30][CH2:31][C:32]([F:35])([F:33])[F:34])[CH2:12][CH2:13][CH2:14][CH2:15][O:16][C:17]1[CH:22]=[N:21][C:20]([C:23]2[CH:28]=[CH:27][C:26]([O:29][C:48]([C@H:45]3[CH2:46][CH2:47][C@H:42]([CH2:37][CH2:38][CH2:39][CH2:40][CH3:41])[CH2:43][CH2:44]3)=[O:49])=[CH:25][CH:24]=2)=[N:19][CH:18]=1, predict the reactants needed to synthesize it. The reactants are: C(N=C=NC(C)C)(C)C.[CH3:10][Si:11]([CH3:36])([CH2:30][CH2:31][C:32]([F:35])([F:34])[F:33])[CH2:12][CH2:13][CH2:14][CH2:15][O:16][C:17]1[CH:18]=[N:19][C:20]([C:23]2[CH:28]=[CH:27][C:26]([OH:29])=[CH:25][CH:24]=2)=[N:21][CH:22]=1.[CH2:37]([C@H:42]1[CH2:47][CH2:46][C@H:45]([C:48](O)=[O:49])[CH2:44][CH2:43]1)[CH2:38][CH2:39][CH2:40][CH3:41].CN(C1C=CC=CN=1)C. (2) Given the product [C:11]([N:10]=[C:2]1[N:3]([CH2:22][C:23]([O:25][CH2:26][CH3:27])=[O:24])[C:4]2[CH:9]=[CH:8][CH:7]=[CH:6][C:5]=2[S:1]1)(=[O:18])[C:12]1[CH:17]=[CH:16][CH:15]=[CH:14][CH:13]=1, predict the reactants needed to synthesize it. The reactants are: [S:1]1[C:5]2[CH:6]=[CH:7][CH:8]=[CH:9][C:4]=2[N:3]=[C:2]1[NH:10][C:11](=[O:18])[C:12]1[CH:17]=[CH:16][CH:15]=[CH:14][CH:13]=1.[H-].[Na+].Br[CH2:22][C:23]([O:25][CH2:26][CH3:27])=[O:24]. (3) Given the product [CH2:34]([O:21][C:18]1[CH:19]=[CH:20][C:15]([C:2]([C:8]2[CH:13]=[CH:12][C:11]([O:14][CH2:22][CH:29]=[CH2:28])=[CH:10][CH:9]=2)([CH3:1])[CH2:3][CH2:4][C:5]([O:7][CH2:40][CH:39]=[CH2:38])=[O:6])=[CH:16][CH:17]=1)[CH:35]=[CH2:36], predict the reactants needed to synthesize it. The reactants are: [CH3:1][C:2]([C:15]1[CH:20]=[CH:19][C:18]([OH:21])=[CH:17][CH:16]=1)([C:8]1[CH:13]=[CH:12][C:11]([OH:14])=[CH:10][CH:9]=1)[CH2:3][CH2:4][C:5]([OH:7])=[O:6].[C:22](=O)([O-])[O-].[K+].[K+].[CH3:28][C:29](N(C)C)=O.[CH2:34](Br)[CH:35]=[CH2:36].[CH3:38][CH2:39][CH2:40]CCC. (4) Given the product [OH:8][C:9]1[C:10]([C:38]([NH:40][CH2:41][C:42]([OH:44])=[O:43])=[O:39])=[N:11][C:12]([CH2:16][CH:17]2[CH2:22][CH2:21][N:20]([C:23]3[CH:28]=[CH:27][C:26]([C:29]4[CH:34]=[CH:33][C:32]([CH:35]([OH:37])[CH3:36])=[CH:31][N:30]=4)=[CH:25][CH:24]=3)[CH2:19][CH2:18]2)=[N:13][C:14]=1[CH3:15], predict the reactants needed to synthesize it. The reactants are: C([O:8][C:9]1[C:10]([C:38]([NH:40][CH2:41][C:42]([O:44]CC2C=CC=CC=2)=[O:43])=[O:39])=[N:11][C:12]([CH2:16][CH:17]2[CH2:22][CH2:21][N:20]([C:23]3[CH:28]=[CH:27][C:26]([C:29]4[CH:34]=[CH:33][C:32]([CH:35]([OH:37])[CH3:36])=[CH:31][N:30]=4)=[CH:25][CH:24]=3)[CH2:19][CH2:18]2)=[N:13][C:14]=1[CH3:15])C1C=CC=CC=1. (5) Given the product [Cl:18][C:10]1[N:11]=[N:12][CH:13]=[CH:14][C:9]=1[C:6]1[CH:7]=[CH:8][C:3]([O:2][CH3:1])=[CH:4][CH:5]=1, predict the reactants needed to synthesize it. The reactants are: [CH3:1][O:2][C:3]1[CH:8]=[CH:7][C:6]([C:9]2[C:10](=O)[NH:11][N:12]=[CH:13][CH:14]=2)=[CH:5][CH:4]=1.O=P(Cl)(Cl)[Cl:18].